From a dataset of Peptide-MHC class I binding affinity with 185,985 pairs from IEDB/IMGT. Regression. Given a peptide amino acid sequence and an MHC pseudo amino acid sequence, predict their binding affinity value. This is MHC class I binding data. (1) The peptide sequence is HDHHFTPQI. The MHC is HLA-A01:01 with pseudo-sequence HLA-A01:01. The binding affinity (normalized) is 0. (2) The peptide sequence is RLTARGLLN. The MHC is Mamu-B03 with pseudo-sequence Mamu-B03. The binding affinity (normalized) is 0.545. (3) The MHC is HLA-A69:01 with pseudo-sequence HLA-A69:01. The binding affinity (normalized) is 0.0847. The peptide sequence is MHGHGKHIL. (4) The peptide sequence is GVDGGWQAL. The MHC is HLA-A26:01 with pseudo-sequence HLA-A26:01. The binding affinity (normalized) is 0.0847. (5) The peptide sequence is RMGVKSQLL. The MHC is HLA-B07:02 with pseudo-sequence HLA-B07:02. The binding affinity (normalized) is 0.0847.